This data is from Full USPTO retrosynthesis dataset with 1.9M reactions from patents (1976-2016). The task is: Predict the reactants needed to synthesize the given product. Given the product [C:1]([O:5][C:6]([N:8]1[CH2:9][CH2:10][N:11]([CH2:14][C:15]2[C:16]([C:27]([F:29])([F:30])[F:28])=[CH:17][C:18]([C:22]([O:24][CH2:25][CH3:26])=[O:23])=[C:19]([NH2:21])[C:20]=2[Cl:47])[CH2:12][CH2:13]1)=[O:7])([CH3:2])([CH3:3])[CH3:4], predict the reactants needed to synthesize it. The reactants are: [C:1]([O:5][C:6]([N:8]1[CH2:13][CH2:12][N:11]([CH2:14][C:15]2[CH:20]=[C:19]([NH2:21])[C:18]([C:22]([O:24][CH2:25][CH3:26])=[O:23])=[CH:17][C:16]=2[C:27]([F:30])([F:29])[F:28])[CH2:10][CH2:9]1)=[O:7])([CH3:4])([CH3:3])[CH3:2].C(OC(=O)C1C=C(C(F)(F)F)C(C=O)=C([Cl:47])C=1N)C.